Dataset: Full USPTO retrosynthesis dataset with 1.9M reactions from patents (1976-2016). Task: Predict the reactants needed to synthesize the given product. (1) Given the product [F:1][C:2]1[CH:3]=[CH:4][C:5]([CH:8]2[N:12]([S:13]([C:16]3[CH:17]=[CH:18][C:19]([CH3:22])=[CH:20][CH:21]=3)(=[O:15])=[O:14])[CH:11]([C:23]#[N:25])[CH2:10][CH2:9]2)=[CH:6][CH:7]=1, predict the reactants needed to synthesize it. The reactants are: [F:1][C:2]1[CH:7]=[CH:6][C:5]([CH:8]2[N:12]([S:13]([C:16]3[CH:21]=[CH:20][C:19]([CH3:22])=[CH:18][CH:17]=3)(=[O:15])=[O:14])[CH:11]([C:23]([NH2:25])=O)[CH2:10][CH2:9]2)=[CH:4][CH:3]=1.[Cl-].[P+]=O. (2) Given the product [C:1]([NH:4][C:5]1[CH:6]=[C:7]2[C:12](=[CH:13][CH:14]=1)[C:11](=[O:15])[C:10](=[CH:16][N:17]1[CH2:18][CH2:23][CH2:22][CH2:21][CH2:19]1)[CH2:9][CH2:8]2)(=[O:3])[CH3:2], predict the reactants needed to synthesize it. The reactants are: [C:1]([NH:4][C:5]1[CH:6]=[C:7]2[C:12](=[CH:13][CH:14]=1)[C:11](=[O:15])[C:10](=[CH:16][N:17]([CH3:19])[CH3:18])[CH2:9][CH2:8]2)(=[O:3])[CH3:2].N1CC[CH2:23][CH2:22][CH2:21]1.